From a dataset of Full USPTO retrosynthesis dataset with 1.9M reactions from patents (1976-2016). Predict the reactants needed to synthesize the given product. Given the product [OH:8][C:5]1[CH:6]=[CH:7][C:2]([NH:1][C:13](=[O:15])[CH3:14])=[C:3]([C:9]([F:10])([F:11])[F:12])[CH:4]=1, predict the reactants needed to synthesize it. The reactants are: [NH2:1][C:2]1[CH:7]=[CH:6][C:5]([OH:8])=[CH:4][C:3]=1[C:9]([F:12])([F:11])[F:10].[C:13](OC(=O)C)(=[O:15])[CH3:14].O.